Task: Predict the reactants needed to synthesize the given product.. Dataset: Retrosynthesis with 50K atom-mapped reactions and 10 reaction types from USPTO (1) The reactants are: CC(C)(C)OC(=O)NCCN.O=C(O)c1cncc(-c2cnc(Nc3ncccc3Cl)s2)c1. Given the product CC(C)(C)OC(=O)NCCNC(=O)c1cncc(-c2cnc(Nc3ncccc3Cl)s2)c1, predict the reactants needed to synthesize it. (2) Given the product C[Si](C)(C)C#Cc1ccc(-c2ccc(C#C[Si](C)(C)C)cc2[N+](=O)[O-])c(N)c1, predict the reactants needed to synthesize it. The reactants are: C[Si](C)(C)C#Cc1ccc(-c2ccc(C#C[Si](C)(C)C)cc2[N+](=O)[O-])c([N+](=O)[O-])c1. (3) The reactants are: CCC(=C(c1ccc(O)cc1)c1ccc(O)cc1)c1ccc(/C=C/C(=O)OC(C)(C)C)cc1. Given the product CCC(=C(c1ccc(O)cc1)c1ccc(O)cc1)c1ccc(/C=C/C(=O)O)cc1, predict the reactants needed to synthesize it.